This data is from Full USPTO retrosynthesis dataset with 1.9M reactions from patents (1976-2016). The task is: Predict the reactants needed to synthesize the given product. (1) Given the product [N+:1]([C:4]1[CH:13]=[C:12]2[C:7]([CH2:8][CH2:9][CH2:10][N:11]2[C:23](=[O:24])[C:22]([F:33])([F:32])[F:21])=[CH:6][CH:5]=1)([O-:3])=[O:2], predict the reactants needed to synthesize it. The reactants are: [N+:1]([C:4]1[CH:13]=[C:12]2[C:7]([CH2:8][CH2:9][CH2:10][NH:11]2)=[CH:6][CH:5]=1)([O-:3])=[O:2].C(N(CC)CC)C.[F:21][C:22]([F:33])([F:32])[C:23](O[C:23](=[O:24])[C:22]([F:33])([F:32])[F:21])=[O:24]. (2) Given the product [CH3:25][O:24][C:19]1[CH:20]=[CH:21][CH:22]=[C:23]2[C:18]=1[C:17]([CH2:26][NH:6][CH3:5])=[CH:16][N:15]2[CH3:14], predict the reactants needed to synthesize it. The reactants are: BrC1C=C[C:5](NCC(OC)=O)=[N:6]C=1.[CH3:14][N:15]1[C:23]2[C:18](=[C:19]([O:24][CH3:25])[CH:20]=[CH:21][CH:22]=2)[C:17]([CH:26]=O)=[CH:16]1.CN1C2C(=CC=CC=2)C(C)=C1C=O. (3) The reactants are: [CH2:1]([O:3][C:4](=[O:21])[NH:5][C:6]1[S:7][C:8]2[C:9]([N:20]=1)=[N:10][CH:11]=[C:12]([C:14]#[C:15][Si](C)(C)C)[N:13]=2)[CH3:2].CCCC[N+](CCCC)(CCCC)CCCC.[F-]. Given the product [C:14]([C:12]1[N:13]=[C:8]2[S:7][C:6]([NH:5][C:4](=[O:21])[O:3][CH2:1][CH3:2])=[N:20][C:9]2=[N:10][CH:11]=1)#[CH:15], predict the reactants needed to synthesize it. (4) Given the product [CH2:1]([C:8]1[C:12](=[O:13])[N:11]([C:14]2[N:19]=[CH:18][C:17]([S:20]([N:23]([CH:24]3[CH2:28][CH2:27][CH2:26][CH2:25]3)[CH2:29][CH2:30][CH2:31][OH:32])(=[O:21])=[O:22])=[CH:16][CH:15]=2)[NH:10][CH:9]=1)[C:2]1[CH:3]=[CH:4][CH:5]=[CH:6][CH:7]=1, predict the reactants needed to synthesize it. The reactants are: [CH2:1]([C:8]1[C:12](=[O:13])[N:11]([C:14]2[N:19]=[CH:18][C:17]([S:20]([N:23]([CH2:29][CH2:30][CH2:31][O:32]CC3C=CC=CC=3)[CH:24]3[CH2:28][CH2:27][CH2:26][CH2:25]3)(=[O:22])=[O:21])=[CH:16][CH:15]=2)[NH:10][CH:9]=1)[C:2]1[CH:7]=[CH:6][CH:5]=[CH:4][CH:3]=1.B(Br)(Br)Br.CO. (5) Given the product [C:1]([N:24]1[CH2:25][CH2:26][CH2:27][CH:23]1[C:22]1[CH:21]=[CH:20][C:19]([NH:28][C:29]([C:31]2[CH:36]=[N:35][CH:34]=[CH:33][N:32]=2)=[O:30])=[CH:18][C:17]=1[F:16])(=[O:3])[CH3:2], predict the reactants needed to synthesize it. The reactants are: [C:1](OC(=O)C)(=[O:3])[CH3:2].N1C=CC=CC=1.Cl.Cl.[F:16][C:17]1[CH:18]=[C:19]([NH:28][C:29]([C:31]2[CH:36]=[N:35][CH:34]=[CH:33][N:32]=2)=[O:30])[CH:20]=[CH:21][C:22]=1[CH:23]1[CH2:27][CH2:26][CH2:25][NH:24]1. (6) Given the product [C:14]([C:7]1[C:6]([OH:16])=[C:5]([OH:4])[CH:10]=[C:9]([C:11]#[N:12])[C:8]=1[C:27]1[CH:26]=[CH:25][CH:24]=[C:23]([C:20]([OH:22])=[O:21])[CH:28]=1)#[N:15], predict the reactants needed to synthesize it. The reactants are: C([O:4][C:5]1[CH:10]=[C:9]([C:11]#[N:12])[C:8](Br)=[C:7]([C:14]#[N:15])[C:6]=1[O:16]C(=O)C)(=O)C.[C:20]([C:23]1[CH:24]=[C:25](B(O)O)[CH:26]=[CH:27][CH:28]=1)([OH:22])=[O:21].